Dataset: Reaction yield outcomes from USPTO patents with 853,638 reactions. Task: Predict the reaction yield, written as a fraction of the theoretical maximum amount of product (1.0 means a 100% yield; for example, 0.34 means a 34% yield). (1) The yield is 0.970. The reactants are [CH2:1]([O:8][C:9]([NH:11][CH:12]([C:14]([OH:34])([PH2:32]=[O:33])[CH:15]([CH2:19][C:20]1[CH:25]=[CH:24][C:23]([C:26]2[CH:31]=[CH:30][CH:29]=[CH:28][CH:27]=2)=[CH:22][CH:21]=1)[C:16](O)=[O:17])[CH3:13])=[O:10])[C:2]1[CH:7]=[CH:6][CH:5]=[CH:4][CH:3]=1.Cl.[NH2:36][C@H:37]([C:39]([O:41][C:42]([CH3:45])([CH3:44])[CH3:43])=[O:40])[CH3:38].CCN(C(C)C)C(C)C.CN(C(ON1N=NC2C=CC=CC1=2)=[N+](C)C)C.[B-](F)(F)(F)F. The catalyst is CN(C=O)C. The product is [C:42]([O:41][C:39](=[O:40])[CH:37]([NH:36][C:16](=[O:17])[CH:15]([C:14]([CH:12]([NH:11][C:9]([O:8][CH2:1][C:2]1[CH:7]=[CH:6][CH:5]=[CH:4][CH:3]=1)=[O:10])[CH3:13])([OH:34])[PH2:32]=[O:33])[CH2:19][C:20]1[CH:25]=[CH:24][C:23]([C:26]2[CH:27]=[CH:28][CH:29]=[CH:30][CH:31]=2)=[CH:22][CH:21]=1)[CH3:38])([CH3:45])([CH3:44])[CH3:43]. (2) The reactants are C1(P(C2C=CC=CC=2)C2C=CC=CC=2)C=CC=CC=1.[C:20]([O:24][C:25](=[O:42])[C@@H:26]([N:28]([C:31](=[O:41])[C:32]1[CH:37]=[CH:36][CH:35]=[CH:34][C:33]=1[N:38]=[N+]=[N-])[CH:29]=O)[CH3:27])([CH3:23])([CH3:22])[CH3:21]. The catalyst is C1(C)C(C)=CC=CC=1. The product is [C:20]([O:24][C:25](=[O:42])[C@@H:26]([N:28]1[C:31](=[O:41])[C:32]2[C:33](=[CH:34][CH:35]=[CH:36][CH:37]=2)[N:38]=[CH:29]1)[CH3:27])([CH3:23])([CH3:22])[CH3:21]. The yield is 0.750. (3) The reactants are [N:1]1([NH:7][C:8]([C:10]2[N:11]=[C:12]([C:23]3[CH:28]=[CH:27][C:26]([Cl:29])=[CH:25][C:24]=3[Cl:30])[N:13]([C:16]3[CH:21]=[CH:20][C:19]([OH:22])=[CH:18][CH:17]=3)[C:14]=2[CH3:15])=[O:9])[CH2:6][CH2:5][CH2:4][CH2:3][CH2:2]1.C(N(CC)CC)C.[CH2:38]([S:40](Cl)(=[O:42])=[O:41])[CH3:39].O. The catalyst is C(Cl)Cl. The product is [Cl:30][C:24]1[CH:25]=[C:26]([Cl:29])[CH:27]=[CH:28][C:23]=1[C:12]1[N:13]([C:16]2[CH:17]=[CH:18][C:19]([O:22][S:40]([CH2:38][CH3:39])(=[O:42])=[O:41])=[CH:20][CH:21]=2)[C:14]([CH3:15])=[C:10]([C:8](=[O:9])[NH:7][N:1]2[CH2:6][CH2:5][CH2:4][CH2:3][CH2:2]2)[N:11]=1. The yield is 0.600. (4) The reactants are [CH:1](=O)[C:2]1[CH:7]=[CH:6][CH:5]=[CH:4][CH:3]=1.[CH3:9][C:10]([CH3:12])=O.[C:13](#[N:17])[CH2:14][C:15]#[N:16].C([O-])(=O)C.[NH4+:22]. No catalyst specified. The product is [NH2:16][C:15]1[N:22]=[C:10]([CH3:12])[CH:9]=[C:1]([C:2]2[CH:7]=[CH:6][CH:5]=[CH:4][CH:3]=2)[C:14]=1[C:13]#[N:17]. The yield is 0.400. (5) The reactants are [Cl:1][C:2]1[CH:16]=[CH:15][CH:14]=[CH:13][C:3]=1[CH2:4][CH:5]1[CH2:10][CH2:9][CH:8]([CH2:11][OH:12])[CH2:7][CH2:6]1.[F:17][C:18]1[CH:25]=[CH:24][CH:23]=[C:22](F)[C:19]=1[C:20]#[N:21].CC(C)([O-])C.[K+]. The catalyst is CN(C)C=O. The product is [Cl:1][C:2]1[CH:16]=[CH:15][CH:14]=[CH:13][C:3]=1[CH2:4][CH:5]1[CH2:6][CH2:7][CH:8]([CH2:11][O:12][C:22]2[CH:23]=[CH:24][CH:25]=[C:18]([F:17])[C:19]=2[C:20]#[N:21])[CH2:9][CH2:10]1. The yield is 1.00. (6) The reactants are Br[C:2]1[C:7]([C:8]([O:10][CH3:11])=[O:9])=[CH:6][CH:5]=[CH:4][C:3]=1[NH:12][C:13]1[CH2:14][N:15]([C:20]([O:22][CH2:23][C:24]2[CH:29]=[CH:28][CH:27]=[CH:26][CH:25]=2)=[O:21])[CH2:16][C:17](=[O:19])[CH:18]=1.C1(C)C=CC=CC=1P(C1C=CC=CC=1C)C1C=CC=CC=1C.C(N(CC)CC)C. The catalyst is C(#N)C.C(Cl)Cl.O.C([O-])(=O)C.[Pd+2].C([O-])(=O)C. The product is [O:19]=[C:17]1[C:18]2[C:2]3[C:7]([C:8]([O:10][CH3:11])=[O:9])=[CH:6][CH:5]=[CH:4][C:3]=3[NH:12][C:13]=2[CH2:14][N:15]([C:20]([O:22][CH2:23][C:24]2[CH:29]=[CH:28][CH:27]=[CH:26][CH:25]=2)=[O:21])[CH2:16]1. The yield is 0.720.